The task is: Predict the reaction yield, written as a fraction of the theoretical maximum amount of product (1.0 means a 100% yield; for example, 0.34 means a 34% yield).. This data is from Reaction yield outcomes from USPTO patents with 853,638 reactions. (1) The reactants are [CH:1]([S:5][C:6]1[CH:11]=[CH:10][CH:9]=[C:8]([CH2:12]Cl)[N:7]=1)([CH2:3][CH3:4])[CH3:2].[CH2:14]([O:16][C:17](=[O:30])[CH:18]([CH3:29])[CH2:19][C:20]1[CH:25]=[C:24]([F:26])[C:23]([OH:27])=[C:22]([F:28])[CH:21]=1)[CH3:15]. No catalyst specified. The product is [CH2:14]([O:16][C:17](=[O:30])[CH:18]([CH3:29])[CH2:19][C:20]1[CH:25]=[C:24]([F:26])[C:23]([O:27][CH2:12][C:8]2[CH:9]=[CH:10][CH:11]=[C:6]([S:5][CH:1]([CH2:3][CH3:4])[CH3:2])[N:7]=2)=[C:22]([F:28])[CH:21]=1)[CH3:15]. The yield is 0.960. (2) The reactants are [CH3:1][O:2][C:3]1[CH:8]=[C:7]([O:9][CH2:10][C:11]2[CH:16]=[CH:15][CH:14]=[CH:13][N:12]=2)[CH:6]=[CH:5][C:4]=1/[CH:17]=[CH:18]/[C:19](=O)[CH2:20][C:21](=O)/[CH:22]=[CH:23]/[C:24]1[NH:25][CH:26]=[CH:27][CH:28]=1.C1COCC1.O.[NH2:37][NH2:38].C([O-])(O)=O.[Na+]. The catalyst is CC(O)=O. The product is [CH3:1][O:2][C:3]1[CH:8]=[C:7]([CH:6]=[CH:5][C:4]=1/[CH:17]=[CH:18]/[C:19]1[CH:20]=[C:21](/[CH:22]=[CH:23]/[C:24]2[NH:25][CH:26]=[CH:27][CH:28]=2)[NH:38][N:37]=1)[O:9][CH2:10][C:11]1[CH:16]=[CH:15][CH:14]=[CH:13][N:12]=1. The yield is 0.270. (3) The reactants are [Cl:1][C:2]1[N:3]=[N:4][C:5]([Cl:9])=[CH:6][C:7]=1Cl.[NH:10]1[CH2:15][CH2:14][O:13][CH2:12][CH2:11]1. The catalyst is CCO. The product is [Cl:1][C:2]1[N:3]=[N:4][C:5]([Cl:9])=[CH:6][C:7]=1[N:10]1[CH2:15][CH2:14][O:13][CH2:12][CH2:11]1. The yield is 0.860. (4) The reactants are [CH3:1][O:2][C:3]1[CH:4]=[CH:5][C:6]([C:10]([O:12]C)=[O:11])=[N:7][C:8]=1[CH3:9].O.[Li+].[OH-].C(OCC)(=O)C. The catalyst is O1CCCC1. The product is [CH3:1][O:2][C:3]1[CH:4]=[CH:5][C:6]([C:10]([OH:12])=[O:11])=[N:7][C:8]=1[CH3:9]. The yield is 0.770.